Dataset: Reaction yield outcomes from USPTO patents with 853,638 reactions. Task: Predict the reaction yield, written as a fraction of the theoretical maximum amount of product (1.0 means a 100% yield; for example, 0.34 means a 34% yield). (1) The reactants are [CH:1]1([C:7]2([CH3:14])[C:11](=[O:12])[NH:10][N:9]=[C:8]2[CH3:13])[CH2:6][CH2:5][CH2:4][CH2:3][CH2:2]1.Br[CH2:16][C:17]([C:19]1[CH:23]=[CH:22][S:21][CH:20]=1)=[O:18]. No catalyst specified. The product is [CH:1]1([C:7]2([CH3:14])[C:11](=[O:12])[N:10]([CH2:16][C:17](=[O:18])[C:19]3[CH:23]=[CH:22][S:21][CH:20]=3)[N:9]=[C:8]2[CH3:13])[CH2:2][CH2:3][CH2:4][CH2:5][CH2:6]1. The yield is 0.440. (2) The reactants are [NH2:1][C:2]1[CH:9]=[C:8]([CH3:10])[CH:7]=[CH:6][C:3]=1[C:4]#[N:5].[OH-:11].[K+]. The catalyst is C(O)C. The product is [NH2:1][C:2]1[CH:9]=[C:8]([CH3:10])[CH:7]=[CH:6][C:3]=1[C:4]([NH2:5])=[O:11]. The yield is 0.430. (3) The reactants are Br[C:2]1[CH:3]=[N:4][CH:5]=[C:6]([O:8][CH2:9][C@@H:10]2[CH2:14][CH2:13][CH2:12][N:11]2[C:15]([O:17][C:18]([CH3:21])([CH3:20])[CH3:19])=[O:16])[CH:7]=1.[CH3:22][O:23][C:24]1[CH:39]=[CH:38][C:27]([CH2:28][O:29][CH2:30][CH2:31][CH:32]2[CH2:37][CH2:36][NH:35][CH2:34][CH2:33]2)=[CH:26][CH:25]=1.CC(C)([O-])C.[Na+]. The catalyst is C1(C)C=CC=CC=1.C1C=CC(/C=C/C(/C=C/C2C=CC=CC=2)=O)=CC=1.C1C=CC(/C=C/C(/C=C/C2C=CC=CC=2)=O)=CC=1.C1C=CC(/C=C/C(/C=C/C2C=CC=CC=2)=O)=CC=1.[Pd].[Pd].C1(P(C2C=CC=CC=2)C2C3OC4C(=CC=CC=4P(C4C=CC=CC=4)C4C=CC=CC=4)C(C)(C)C=3C=CC=2)C=CC=CC=1. The product is [C:18]([O:17][C:15]([N:11]1[CH2:12][CH2:13][CH2:14][C@H:10]1[CH2:9][O:8][C:6]1[CH:5]=[N:4][CH:3]=[C:2]([N:35]2[CH2:36][CH2:37][CH:32]([CH2:31][CH2:30][O:29][CH2:28][C:27]3[CH:38]=[CH:39][C:24]([O:23][CH3:22])=[CH:25][CH:26]=3)[CH2:33][CH2:34]2)[CH:7]=1)=[O:16])([CH3:21])([CH3:20])[CH3:19]. The yield is 0.840. (4) The reactants are [CH3:1][C:2]1[CH:7]=[C:6]([CH3:8])[CH:5]=[C:4]([O:9]CC(C)=C)[C:3]=1[CH3:14].C(N(CC)[C:18]1[CH:23]=CC=C[CH:19]=1)C.Cl.[C:27](OCC)(=O)C. No catalyst specified. The product is [CH3:27][C:5]1[C:6]([CH3:8])=[CH:7][C:2]([CH3:1])=[C:3]([CH2:14][C:18]([CH3:23])=[CH2:19])[C:4]=1[OH:9]. The yield is 0.850. (5) The reactants are [O:1]=[C:2]1[N:10]([CH2:11][CH2:12][CH3:13])[C:9]2[N:8]=[C:7]([C:14]34[CH2:21][CH2:20][C:17]([C:22](O)=[O:23])([CH2:18][CH2:19]3)[CH2:16][CH2:15]4)[NH:6][C:5]=2[C:4](=[O:25])[N:3]1[CH2:26][CH2:27][CH3:28].Cl.[NH:30]([CH2:32][C:33]([OH:35])=[O:34])[CH3:31].CCN(CC)CC.CN(C(ON1N=NC2C=CC=NC1=2)=[N+](C)C)C.F[P-](F)(F)(F)(F)F. The catalyst is C(#N)C. The product is [O:1]=[C:2]1[N:10]([CH2:11][CH2:12][CH3:13])[C:9]2[N:8]=[C:7]([C:14]34[CH2:15][CH2:16][C:17]([C:22]([N:30]([CH2:32][C:33]([OH:35])=[O:34])[CH3:31])=[O:23])([CH2:18][CH2:19]3)[CH2:20][CH2:21]4)[NH:6][C:5]=2[C:4](=[O:25])[N:3]1[CH2:26][CH2:27][CH3:28]. The yield is 0.770. (6) The reactants are [NH2:1][C:2]1[C:11]2[C:6](=[C:7](Br)[CH:8]=[CH:9][CH:10]=2)[N:5]=[N:4][C:3]=1[C:13]([NH:15][CH2:16][CH2:17][CH3:18])=[O:14].[CH3:19][O:20][C:21]1[CH:26]=[CH:25][C:24]([Cl:27])=[CH:23][C:22]=1B(O)O. No catalyst specified. The product is [NH2:1][C:2]1[C:11]2[C:6](=[C:7]([C:26]3[CH:25]=[C:24]([Cl:27])[CH:23]=[CH:22][C:21]=3[O:20][CH3:19])[CH:8]=[CH:9][CH:10]=2)[N:5]=[N:4][C:3]=1[C:13]([NH:15][CH2:16][CH2:17][CH3:18])=[O:14]. The yield is 0.770. (7) The reactants are [F:1][C:2]1[CH:10]=[C:9]2[C:5]([CH:6]=[C:7]([C:11]([CH3:16])([CH3:15])[CH2:12][CH2:13][OH:14])[NH:8]2)=[CH:4][C:3]=1[N+:17]([O-:19])=[O:18].[CH3:20][C:21]([Si:24](Cl)([CH3:26])[CH3:25])([CH3:23])[CH3:22].N1C=CN=C1. The catalyst is C(Cl)Cl. The product is [Si:24]([O:14][CH2:13][CH2:12][C:11]([C:7]1[NH:8][C:9]2[C:5]([CH:6]=1)=[CH:4][C:3]([N+:17]([O-:19])=[O:18])=[C:2]([F:1])[CH:10]=2)([CH3:16])[CH3:15])([C:21]([CH3:23])([CH3:22])[CH3:20])([CH3:26])[CH3:25]. The yield is 0.530. (8) The reactants are [NH2:1][C:2]1[CH:3]=[N:4][CH:5]=[CH:6][C:7]=1[OH:8].[Cl:9][C:10]1[S:11][C:12]([Cl:19])=[CH:13][C:14]=1[S:15](Cl)(=[O:17])=[O:16]. The catalyst is CO. The product is [Cl:9][C:10]1[S:11][C:12]([Cl:19])=[CH:13][C:14]=1[S:15]([NH:1][C:2]1[CH:3]=[N:4][CH:5]=[CH:6][C:7]=1[OH:8])(=[O:17])=[O:16]. The yield is 0.250. (9) The reactants are O=C([NH:11][CH2:12][CH2:13][CH2:14][CH2:15][C@@H:16]([C:41]([O:43][C:44]([CH3:47])([CH3:46])[CH3:45])=[O:42])[NH:17][C:18](=[O:40])[NH:19][C@H:20]([C:33]([O:35][C:36]([CH3:39])([CH3:38])[CH3:37])=[O:34])[CH2:21][CH2:22][C:23]([O:25]CC1C=CC=CC=1)=[O:24])OCC1C=CC=CC=1.C([O-])=O.[NH4+]. The catalyst is CCO.[Pd]. The product is [NH2:11][CH2:12][CH2:13][CH2:14][CH2:15][C@H:16]([NH:17][C:18](=[O:40])[NH:19][C@H:20]([C:33]([O:35][C:36]([CH3:39])([CH3:38])[CH3:37])=[O:34])[CH2:21][CH2:22][C:23]([OH:25])=[O:24])[C:41]([O:43][C:44]([CH3:47])([CH3:46])[CH3:45])=[O:42]. The yield is 0.700.